Predict which catalyst facilitates the given reaction. From a dataset of Catalyst prediction with 721,799 reactions and 888 catalyst types from USPTO. (1) Reactant: [CH:1]1([C@H:4]2[C@H:13]([CH3:14])[C@@H:12]([NH:15][C:16]3[CH:21]=[CH:20][CH:19]=[C:18]([CH3:22])[N:17]=3)[C:11]3[C:6](=[C:7]([OH:29])[N:8]=[C:9]([N:23]4[CH2:28][CH2:27][O:26][CH2:25][CH2:24]4)[CH:10]=3)[N:5]2[C:30](=[O:32])[CH3:31])[CH2:3][CH2:2]1.C(N(CC)CC)C.ClC1C=CC(N([S:48]([C:51]([F:54])([F:53])[F:52])(=[O:50])=[O:49])[S:48]([C:51]([F:54])([F:53])[F:52])(=[O:50])=[O:49])=NC=1. Product: [F:52][C:51]([F:54])([F:53])[S:48]([O:29][C:7]1[N:8]=[C:9]([N:23]2[CH2:24][CH2:25][O:26][CH2:27][CH2:28]2)[CH:10]=[C:11]2[C:6]=1[N:5]([C:30](=[O:32])[CH3:31])[CH:4]([CH:1]1[CH2:3][CH2:2]1)[CH:13]([CH3:14])[CH:12]2[NH:15][C:16]1[CH:21]=[CH:20][CH:19]=[C:18]([CH3:22])[N:17]=1)(=[O:50])=[O:49]. The catalyst class is: 64. (2) Reactant: [Cl:1][C:2]1[CH:25]=[CH:24][C:5]([CH2:6][NH:7][C:8]([C:10]2[C:11](=[O:23])[C:12]3[S:19][C:18]([CH2:20]Cl)=[C:17]([CH3:22])[C:13]=3[N:14]([CH3:16])[CH:15]=2)=[O:9])=[CH:4][CH:3]=1.[CH3:26][NH:27][CH2:28][CH:29]([C:31]1[CH:36]=[CH:35][N:34]=[CH:33][CH:32]=1)[OH:30].C(N(C(C)C)CC)(C)C. Product: [Cl:1][C:2]1[CH:3]=[CH:4][C:5]([CH2:6][NH:7][C:8]([C:10]2[C:11](=[O:23])[C:12]3[S:19][C:18]([CH2:20][N:27]([CH2:28][CH:29]([OH:30])[C:31]4[CH:32]=[CH:33][N:34]=[CH:35][CH:36]=4)[CH3:26])=[C:17]([CH3:22])[C:13]=3[N:14]([CH3:16])[CH:15]=2)=[O:9])=[CH:24][CH:25]=1. The catalyst class is: 18. (3) Reactant: [CH:1]1[C:11]2[CH2:10][CH2:9][C:8]3[CH:12]=[CH:13][CH:14]=[CH:15][C:7]=3[N:6]([C:16](Cl)=[O:17])[C:5]=2[CH:4]=[CH:3][CH:2]=1.[CH2:19]([NH2:26])[C:20]1[CH:25]=[CH:24][CH:23]=[CH:22][CH:21]=1. Product: [CH2:19]([NH:26][C:16]([N:6]1[C:5]2[CH:4]=[CH:3][CH:2]=[CH:1][C:11]=2[CH2:10][CH2:9][C:8]2[CH:12]=[CH:13][CH:14]=[CH:15][C:7]1=2)=[O:17])[C:20]1[CH:25]=[CH:24][CH:23]=[CH:22][CH:21]=1. The catalyst class is: 2. (4) Reactant: [CH3:1][N:2]1[C:6]2=[N:7][CH:8]=[CH:9][N:10]=[C:5]2[CH:4]=[C:3]1[C:11]1[CH:16]=[CH:15][CH:14]=[CH:13][CH:12]=1.FC(F)(F)[C:19]([O:21]C(=O)C(F)(F)F)=[O:20]. Product: [CH3:1][N:2]1[C:6]2=[N:7][CH:8]=[CH:9][N:10]=[C:5]2[C:4]([C:19]([OH:21])=[O:20])=[C:3]1[C:11]1[CH:12]=[CH:13][CH:14]=[CH:15][CH:16]=1. The catalyst class is: 9.